Dataset: Reaction yield outcomes from USPTO patents with 853,638 reactions. Task: Predict the reaction yield, written as a fraction of the theoretical maximum amount of product (1.0 means a 100% yield; for example, 0.34 means a 34% yield). (1) The reactants are [NH:1]1[CH2:5][CH2:4][CH:3]([OH:6])[CH2:2]1.[C:7]([O:11][C:12](O[C:12]([O:11][C:7]([CH3:10])([CH3:9])[CH3:8])=[O:13])=[O:13])([CH3:10])([CH3:9])[CH3:8]. The catalyst is C1COCC1. The product is [C:7]([O:11][C:12]([N:1]1[CH2:5][CH2:4][CH:3]([OH:6])[CH2:2]1)=[O:13])([CH3:10])([CH3:9])[CH3:8]. The yield is 0.910. (2) The reactants are [N:1]1[CH:6]=[CH:5][CH:4]=[CH:3][C:2]=1[C:7]([NH2:9])=O.C(O[CH:15]([N:19]([CH3:21])C)[N:16](C)C)(C)(C)C.[O-]CC.[Na+].C(O)C.NC(N)=[S:31]. The catalyst is CN(C)C=O. The product is [N:1]1[CH:6]=[CH:5][CH:4]=[CH:3][C:2]=1[C:7]1[N:9]=[CH:21][N:19]=[C:15]([SH:31])[N:16]=1. The yield is 0.400. (3) The reactants are [CH3:1][O:2][C:3]1[C:12]([O:13][CH3:14])=[C:11]([O:15][CH3:16])[CH:10]=[C:9]2[C:4]=1[C:5](=[O:26])[CH:6]=C(C1C=CC([N+]([O-])=O)=CC=1)[O:8]2.B(Br)(Br)Br. The catalyst is C(Cl)Cl. The product is [OH:8][C:9]1[C:4]([C:5](=[O:26])[CH3:6])=[C:3]([O:2][CH3:1])[C:12]([O:13][CH3:14])=[C:11]([O:15][CH3:16])[CH:10]=1. The yield is 0.460. (4) The reactants are [CH3:1][C:2]1([CH3:33])[O:6][CH:5]([CH2:7][O:8][C:9]2[CH:14]=[CH:13][C:12]([F:15])=[CH:11][C:10]=2[C@H:16]2[CH2:20][CH2:19][CH2:18][N:17]2[C:21]2[CH:26]=[CH:25][N:24]3[N:27]=[CH:28][C:29]([C:30]([OH:32])=O)=[C:23]3[N:22]=2)[CH2:4][O:3]1.[CH:34]1([NH2:37])[CH2:36][CH2:35]1. No catalyst specified. The product is [CH:34]1([NH:37][C:30]([C:29]2[CH:28]=[N:27][N:24]3[CH:25]=[CH:26][C:21]([N:17]4[CH2:18][CH2:19][CH2:20][C@@H:16]4[C:10]4[CH:11]=[C:12]([F:15])[CH:13]=[CH:14][C:9]=4[O:8][CH2:7][CH:5]4[CH2:4][O:3][C:2]([CH3:33])([CH3:1])[O:6]4)=[N:22][C:23]=23)=[O:32])[CH2:36][CH2:35]1. The yield is 0.990. (5) The reactants are [CH2:1]([CH:4]1[C:8](=[O:9])[CH:7]=[CH:6][CH2:5]1)[CH:2]=[CH2:3].[C:10](=[O:17])([O:12][C:13]([CH3:16])([CH3:15])[CH3:14])[NH2:11].B(F)(F)F.CCOCC.C(=O)(O)[O-].[Na+]. The catalyst is [Br-].C([N+](CCCC)(CCCC)CCCC)CCC.ClCCl.CCCCCCC. The product is [CH2:1]([CH:4]1[C:8](=[O:9])[CH2:7][CH:6]([NH:11][C:10](=[O:17])[O:12][C:13]([CH3:16])([CH3:15])[CH3:14])[CH2:5]1)[CH:2]=[CH2:3]. The yield is 0.270. (6) The reactants are [CH2:1]([C:3]1[C:11]([CH3:12])=[C:10]2[C:6]([C:7](=[O:13])[O:8][CH2:9]2)=[C:5]([O:14][CH2:15][CH2:16][Si:17]([CH3:20])([CH3:19])[CH3:18])[C:4]=1CC=O)[CH3:2].C1(P(C2C=CC=CC=2)(C2C=CC=CC=2)=C(C)C=[O:33])C=CC=CC=1.[C:47]1([CH3:53])[CH:52]=CC=[CH:49][CH:48]=1. No catalyst specified. The product is [CH2:1]([C:3]1[C:11]([CH3:12])=[C:10]2[C:6]([C:7](=[O:13])[O:8][CH2:9]2)=[C:5]([O:14][CH2:15][CH2:16][Si:17]([CH3:18])([CH3:19])[CH3:20])[C:4]=1[CH2:49][CH:48]=[C:47]([CH3:53])[CH:52]=[O:33])[CH3:2]. The yield is 0.770.